Dataset: Reaction yield outcomes from USPTO patents with 853,638 reactions. Task: Predict the reaction yield, written as a fraction of the theoretical maximum amount of product (1.0 means a 100% yield; for example, 0.34 means a 34% yield). (1) The reactants are Br[C:2]1[CH:7]=[CH:6][C:5]([N:8]([CH3:51])[C:9]([N:11]2[C:15]3[N:16]=[C:17]([N:45]4[CH2:50][CH2:49][O:48][CH2:47][CH2:46]4)[N:18]=[C:19]([C:20]4[CH:21]=[N:22][C:23]([N:26](CC5C=CC(OC)=CC=5)CC5C=CC(OC)=CC=5)=[N:24][CH:25]=4)[C:14]=3[CH2:13][CH2:12]2)=[O:10])=[CH:4][CH:3]=1.OCCN1CCN(C2C=CC(N(C)C(N3C4N=C(N5CCOCC5)N=C(C5C=NC(N(CC6C=CC(OC)=CC=6)CC6C=CC(OC)=CC=6)=NC=5)C=4CC3)=O)=CC=2)CC1. No catalyst specified. The product is [CH3:51][N:8]([C:5]1[CH:6]=[CH:7][CH:2]=[CH:3][CH:4]=1)[C:9]([N:11]1[C:15]2[N:16]=[C:17]([N:45]3[CH2:50][CH2:49][O:48][CH2:47][CH2:46]3)[N:18]=[C:19]([C:20]3[CH:25]=[N:24][C:23]([NH2:26])=[N:22][CH:21]=3)[C:14]=2[CH2:13][CH2:12]1)=[O:10]. The yield is 0.110. (2) The catalyst is O1CCCC1. The yield is 0.850. The reactants are [Si]([O:8][C@H:9]1[CH2:14][N:13]([CH2:15][C:16]2[CH:21]=[CH:20][C:19]([F:22])=[CH:18][C:17]=2[Cl:23])[C:12](=O)[C:11]([F:26])([F:25])[CH2:10]1)(C(C)(C)C)(C)C.B. The product is [Cl:23][C:17]1[CH:18]=[C:19]([F:22])[CH:20]=[CH:21][C:16]=1[CH2:15][N:13]1[CH2:12][C:11]([F:25])([F:26])[CH2:10][C@@H:9]([OH:8])[CH2:14]1. (3) The reactants are C([O:3][C:4]([C:6]1[NH:7][C:8]([CH:12]=[O:13])=[C:9]([CH3:11])[CH:10]=1)=[O:5])C.[OH-].[K+]. The catalyst is O.C(O)C. The product is [CH:12]([C:8]1[NH:7][C:6]([C:4]([OH:5])=[O:3])=[CH:10][C:9]=1[CH3:11])=[O:13]. The yield is 0.680. (4) The reactants are [NH2:1][CH2:2][CH2:3][O:4][C:5]1[CH:10]=[CH:9][C:8]([NH:11][C:12](=[O:21])[C:13]2[CH:18]=[CH:17][CH:16]=[C:15]([O:19][CH3:20])[CH:14]=2)=[CH:7][C:6]=1[C:22]1[N:26]([CH3:27])[N:25]=[CH:24][CH:23]=1.[NH2:28][C:29](N)=[NH:30].C(N(CC)CC)C.C(O)(C(F)(F)F)=O. The catalyst is C(Cl)Cl. The product is [NH:1]([CH2:2][CH2:3][O:4][C:5]1[CH:10]=[CH:9][C:8]([NH:11][C:12](=[O:21])[C:13]2[CH:18]=[CH:17][CH:16]=[C:15]([O:19][CH3:20])[CH:14]=2)=[CH:7][C:6]=1[C:22]1[N:26]([CH3:27])[N:25]=[CH:24][CH:23]=1)[C:29]([NH2:30])=[NH:28]. The yield is 0.494. (5) The yield is 0.755. The product is [O:14]=[C:8]([C:5]1[CH:6]=[CH:7][C:2]([S:21][C:15]2[CH:20]=[CH:19][CH:18]=[CH:17][CH:16]=2)=[CH:3][CH:4]=1)[CH2:9][CH2:10][C:11]([OH:13])=[O:12]. The catalyst is O. The reactants are F[C:2]1[CH:7]=[CH:6][C:5]([C:8](=[O:14])[CH2:9][CH2:10][C:11]([OH:13])=[O:12])=[CH:4][CH:3]=1.[C:15]1([SH:21])[CH:20]=[CH:19][CH:18]=[CH:17][CH:16]=1.C(=O)([O-])[O-].[K+].[K+].CS(C)=O. (6) The reactants are [CH3:1][N:2]1[CH:7]=[C:6]([N+:8]([O-])=O)[CH:5]=[C:4]([CH3:11])[C:3]1=[O:12]. The catalyst is CO.C1COCC1.[Pd]. The product is [NH2:8][C:6]1[CH:5]=[C:4]([CH3:11])[C:3](=[O:12])[N:2]([CH3:1])[CH:7]=1. The yield is 0.900. (7) The reactants are [N:1]1([C:6]([C:8]2[CH:13]=[CH:12][C:11](B(O)O)=[CH:10][CH:9]=2)=[O:7])[CH2:5][CH2:4][CH2:3][CH2:2]1.FC(F)(F)S(O[C:23]1[CH:24]=[C:25]2[C:30](=[CH:31][CH:32]=1)[C:29](=[O:33])[N:28]([C@@H:34]1[CH2:38][CH2:37][N:36]([CH2:39][C:40]3[CH:45]=[CH:44][CH:43]=[CH:42][CH:41]=3)[CH2:35]1)[CH2:27][CH2:26]2)(=O)=O. No catalyst specified. The product is [CH2:39]([N:36]1[CH2:37][CH2:38][C@@H:34]([N:28]2[CH2:27][CH2:26][C:25]3[C:30](=[CH:31][CH:32]=[C:23]([C:11]4[CH:12]=[CH:13][C:8]([C:6]([N:1]5[CH2:5][CH2:4][CH2:3][CH2:2]5)=[O:7])=[CH:9][CH:10]=4)[CH:24]=3)[C:29]2=[O:33])[CH2:35]1)[C:40]1[CH:45]=[CH:44][CH:43]=[CH:42][CH:41]=1. The yield is 0.920.